This data is from Catalyst prediction with 721,799 reactions and 888 catalyst types from USPTO. The task is: Predict which catalyst facilitates the given reaction. (1) Reactant: Cl[CH2:2][CH2:3][CH2:4][S:5]([N:8]1[CH2:13][CH2:12][CH:11]([C:14]2[C:22]3[C:17](=[C:18]([C:28]([NH2:30])=[O:29])[CH:19]=[C:20]([C:23]4[S:24][CH:25]=[CH:26][CH:27]=4)[CH:21]=3)[NH:16][N:15]=2)[CH2:10][CH2:9]1)(=[O:7])=[O:6].C([O-])([O-])=O.[K+].[K+].[I-].[Na+].[CH3:39][NH:40][CH3:41]. The catalyst class is: 3. Product: [CH3:39][N:40]([CH3:41])[CH2:2][CH2:3][CH2:4][S:5]([N:8]1[CH2:13][CH2:12][CH:11]([C:14]2[C:22]3[C:17](=[C:18]([C:28]([NH2:30])=[O:29])[CH:19]=[C:20]([C:23]4[S:24][CH:25]=[CH:26][CH:27]=4)[CH:21]=3)[NH:16][N:15]=2)[CH2:10][CH2:9]1)(=[O:7])=[O:6]. (2) Reactant: Cl.[Br:2][C:3]1[C:4]([CH3:12])=[CH:5][C:6]([C@@H:9]([NH2:11])[CH3:10])=[N:7][CH:8]=1.[C:13](O[C:13]([O:15][C:16]([CH3:19])([CH3:18])[CH3:17])=[O:14])([O:15][C:16]([CH3:19])([CH3:18])[CH3:17])=[O:14].C(N(CC)CC)C. Product: [Br:2][C:3]1[C:4]([CH3:12])=[CH:5][C:6]([C@@H:9]([NH:11][C:13](=[O:14])[O:15][C:16]([CH3:19])([CH3:18])[CH3:17])[CH3:10])=[N:7][CH:8]=1. The catalyst class is: 2. (3) Reactant: [I-].[CH2:2]([C:4]1([O:9][C:10](=[O:36])[CH2:11][O:12][C:13]([C:15]2[CH:16]=[CH:17][C:18]([O:34][CH3:35])=[C:19]([S+:21]3[C:25]4[CH:26]=[CH:27][CH:28]=[CH:29][C:24]=4[C:23]4[CH:30]=[CH:31][CH:32]=[CH:33][C:22]3=4)[CH:20]=2)=[O:14])[CH2:8][CH2:7][CH2:6][CH2:5]1)[CH3:3].[CH3:37][C@:38]12[CH2:54][CH2:53][C:52](=[O:55])[CH2:51][CH:50]1[CH2:49][C:48](=[O:56])[C@@H:47]1[C@@H:39]2[CH2:40][C:41](=[O:77])[C@@:42]2([CH3:76])[C@H:46]1[CH2:45][CH2:44][C@@H:43]2[C@H:57]([CH3:75])[CH2:58][CH2:59][C:60]([O:62][CH2:63][CH2:64][C:65]([F:74])([F:73])[C:66]([F:72])([F:71])[S:67]([O-:70])(=[O:69])=[O:68])=[O:61].[Na+].O. Product: [CH3:37][C@:38]12[CH2:54][CH2:53][C:52](=[O:55])[CH2:51][CH:50]1[CH2:49][C:48](=[O:56])[C@@H:47]1[C@@H:39]2[CH2:40][C:41](=[O:77])[C@@:42]2([CH3:76])[C@H:46]1[CH2:45][CH2:44][C@@H:43]2[C@H:57]([CH3:75])[CH2:58][CH2:59][C:60]([O:62][CH2:63][CH2:64][C:65]([F:74])([F:73])[C:66]([F:71])([F:72])[S:67]([O-:70])(=[O:68])=[O:69])=[O:61].[CH2:2]([C:4]1([O:9][C:10](=[O:36])[CH2:11][O:12][C:13]([C:15]2[CH:16]=[CH:17][C:18]([O:34][CH3:35])=[C:19]([S+:21]3[C:22]4[CH:33]=[CH:32][CH:31]=[CH:30][C:23]=4[C:24]4[CH:29]=[CH:28][CH:27]=[CH:26][C:25]3=4)[CH:20]=2)=[O:14])[CH2:5][CH2:6][CH2:7][CH2:8]1)[CH3:3]. The catalyst class is: 4. (4) Reactant: [Br:1][C:2]1[CH:7]=[CH:6][C:5]([N:8]2[C:12](=[O:13])[NH:11][N:10]=[CH:9]2)=[C:4]([F:14])[CH:3]=1.C(=O)([O-])[O-].[K+].[K+].Cl[CH2:22][C@H:23]1[CH2:27][O:26][C:25]([CH3:29])([CH3:28])[O:24]1. Product: [Br:1][C:2]1[CH:7]=[CH:6][C:5]([N:8]2[C:12](=[O:13])[N:11]([CH2:22][C@H:23]3[CH2:27][O:26][C:25]([CH3:29])([CH3:28])[O:24]3)[N:10]=[CH:9]2)=[C:4]([F:14])[CH:3]=1. The catalyst class is: 9.